This data is from Full USPTO retrosynthesis dataset with 1.9M reactions from patents (1976-2016). The task is: Predict the reactants needed to synthesize the given product. The reactants are: [C:1]([NH:8][C@H:9]([C:13]([OH:15])=[O:14])[CH:10]([CH3:12])[CH3:11])([O:3][C:4]([CH3:7])([CH3:6])[CH3:5])=[O:2].C([O-])([O-])=O.[Cs+].[Cs+].[Cl:22][CH2:23]I.[Sn]. Given the product [C:4]([O:3][C:1]([NH:8][C@@H:9]([CH:10]([CH3:11])[CH3:12])[C:13]([O:15][CH2:23][Cl:22])=[O:14])=[O:2])([CH3:5])([CH3:7])[CH3:6], predict the reactants needed to synthesize it.